This data is from Full USPTO retrosynthesis dataset with 1.9M reactions from patents (1976-2016). The task is: Predict the reactants needed to synthesize the given product. (1) Given the product [CH2:42]([S:39]([NH:15][C:16]([CH:18]1[CH2:23][CH2:22][N:21]([C:24]2[C:34]([C:35]#[N:36])=[CH:33][C:27]([C:28]([O:30][CH2:31][CH3:32])=[O:29])=[C:26]([O:37][CH3:38])[N:25]=2)[CH2:20][CH2:19]1)=[O:17])(=[O:41])=[O:40])[C:43]1[CH:44]=[CH:45][CH:46]=[CH:47][CH:48]=1, predict the reactants needed to synthesize it. The reactants are: CC1C=CC(S([O-])=O)=CC=1.[Na+].C([N:15]([S:39]([CH2:42][C:43]1[CH:48]=[CH:47][CH:46]=[CH:45][CH:44]=1)(=[O:41])=[O:40])[C:16]([CH:18]1[CH2:23][CH2:22][N:21]([C:24]2[C:34]([C:35]#[N:36])=[CH:33][C:27]([C:28]([O:30][CH2:31][CH3:32])=[O:29])=[C:26]([O:37][CH3:38])[N:25]=2)[CH2:20][CH2:19]1)=[O:17])C=C. (2) Given the product [CH:11]1([C@@:17]([OH:20])([C:21]2[CH:26]=[CH:25][CH:24]=[CH:23][CH:22]=2)[CH:18]=[N:35][OH:36])[CH2:16][CH2:15][CH2:14][CH2:13][CH2:12]1, predict the reactants needed to synthesize it. The reactants are: C(Cl)(=O)C(Cl)=O.CS(C)=O.[CH:11]1([C@:17]([C:21]2[CH:26]=[CH:25][CH:24]=[CH:23][CH:22]=2)([OH:20])[CH2:18]O)[CH2:16][CH2:15][CH2:14][CH2:13][CH2:12]1.C(N(CC)CC)C.Cl.[NH2:35][OH:36].C(=O)([O-])[O-].[Na+].[Na+]. (3) Given the product [F:34][C:11]1[CH:12]=[C:13]2[C:8](=[CH:9][CH:10]=1)[CH:7]=[C:6]([CH2:5][C:4]([OH:35])=[O:3])[CH:15]=[C:14]2[C:16](=[O:33])[C:17]1[CH:18]=[CH:19][C:20]([S:23]([N:26]2[CH2:27][CH2:28][N:29]([CH3:32])[CH2:30][CH2:31]2)(=[O:25])=[O:24])=[CH:21][CH:22]=1, predict the reactants needed to synthesize it. The reactants are: C([O:3][C:4](=[O:35])[CH2:5][C:6]1[CH:15]=[C:14]([C:16](=[O:33])[C:17]2[CH:22]=[CH:21][C:20]([S:23]([N:26]3[CH2:31][CH2:30][N:29]([CH3:32])[CH2:28][CH2:27]3)(=[O:25])=[O:24])=[CH:19][CH:18]=2)[C:13]2[C:8](=[CH:9][CH:10]=[C:11]([F:34])[CH:12]=2)[CH:7]=1)C.O.[OH-].[Li+]. (4) Given the product [F:1][C:2]1[CH:7]=[CH:6][C:5]([S:8][C:9]2[C:10]([C:22]([OH:24])=[O:23])=[N:11][C:12]([S:15][C:16]3[N:20]([CH3:21])[CH:19]=[N:18][N:17]=3)=[CH:13][CH:14]=2)=[CH:4][CH:3]=1, predict the reactants needed to synthesize it. The reactants are: [F:1][C:2]1[CH:7]=[CH:6][C:5]([S:8][C:9]2[C:10]([C:22]([O:24]C(C)(C)C)=[O:23])=[N:11][C:12]([S:15][C:16]3[N:20]([CH3:21])[CH:19]=[N:18][N:17]=3)=[CH:13][CH:14]=2)=[CH:4][CH:3]=1.C(O)(C(F)(F)F)=O. (5) The reactants are: [CH3:1][C:2]1[CH:7]=[C:6]([N+:8]([O-:10])=[O:9])[CH:5]=[CH:4][C:3]=1[OH:11].[F:12][C:13]1[CH:14]=[C:15]([CH:18]=[CH:19][CH:20]=1)[CH2:16]Br. Given the product [F:12][C:13]1[CH:14]=[C:15]([CH:18]=[CH:19][CH:20]=1)[CH2:16][O:11][C:3]1[CH:4]=[CH:5][C:6]([N+:8]([O-:10])=[O:9])=[CH:7][C:2]=1[CH3:1], predict the reactants needed to synthesize it. (6) Given the product [CH2:11]([N:3]1[CH:7]=[C:6]([CH:8]=[O:9])[N:5]=[CH:4]1)[CH2:12][CH3:13], predict the reactants needed to synthesize it. The reactants are: [H-].[Na+].[NH:3]1[CH:7]=[C:6]([CH:8]=[O:9])[N:5]=[CH:4]1.I[CH2:11][CH2:12][CH3:13].